Dataset: TCR-epitope binding with 47,182 pairs between 192 epitopes and 23,139 TCRs. Task: Binary Classification. Given a T-cell receptor sequence (or CDR3 region) and an epitope sequence, predict whether binding occurs between them. (1) The epitope is KAYNVTQAF. The TCR CDR3 sequence is CASSKLERGYSNQPQHF. Result: 1 (the TCR binds to the epitope). (2) The epitope is KLPDDFTGCV. The TCR CDR3 sequence is CASSQVPSGTSTDTQYF. Result: 0 (the TCR does not bind to the epitope). (3) Result: 1 (the TCR binds to the epitope). The epitope is LPAADLDDF. The TCR CDR3 sequence is CASRKTPEAFF. (4) The epitope is KLWAQCVQL. The TCR CDR3 sequence is CASTSGTANQPQHF. Result: 1 (the TCR binds to the epitope). (5) The epitope is EIYKRWII. Result: 1 (the TCR binds to the epitope). The TCR CDR3 sequence is CASSLETRNSPLHF. (6) The epitope is PKYVKQNTLKLAT. The TCR CDR3 sequence is CASSYSHYTEAFF. Result: 1 (the TCR binds to the epitope). (7) The epitope is GLCTLVAML. The TCR CDR3 sequence is CASSLVGGSGISTDTQYF. Result: 1 (the TCR binds to the epitope). (8) The epitope is LLLGIGILV. The TCR CDR3 sequence is CASSLAQLRTRSYNEQFF. Result: 0 (the TCR does not bind to the epitope).